From a dataset of Full USPTO retrosynthesis dataset with 1.9M reactions from patents (1976-2016). Predict the reactants needed to synthesize the given product. (1) Given the product [C:1]1([C:44]2[CH:45]=[CH:46][CH:47]=[CH:48][CH:49]=2)[CH:6]=[CH:5][C:4]([C@@:7]2([S:39][CH2:40][CH2:41][CH2:42][CH3:43])[CH2:38][N:10]3[C:11](=[O:37])[C@@H:12]([NH:29][C:30](=[O:31])[O:32][C:33]([CH3:35])([CH3:34])[CH3:36])[CH2:13][CH2:14][CH2:15][CH2:16][CH2:17][CH:18]=[CH:19][C@@H:20]4[CH2:25][C@@:21]4([C:26](=[O:27])[NH:68][S:65]([CH:62]4[CH2:64][CH2:63]4)(=[O:67])=[O:66])[NH:22][C:23](=[O:24])[C@@H:9]3[CH2:8]2)=[CH:3][CH:2]=1, predict the reactants needed to synthesize it. The reactants are: [C:1]1([C:44]2[CH:49]=[CH:48][CH:47]=[CH:46][CH:45]=2)[CH:6]=[CH:5][C:4]([C@@:7]2([S:39][CH2:40][CH2:41][CH2:42][CH3:43])[CH2:38][N:10]3[C:11](=[O:37])[C@@H:12]([NH:29][C:30]([O:32][C:33]([CH3:36])([CH3:35])[CH3:34])=[O:31])[CH2:13][CH2:14][CH2:15][CH2:16][CH2:17][CH:18]=[CH:19][C@@H:20]4[CH2:25][C@@:21]4([C:26](O)=[O:27])[NH:22][C:23](=[O:24])[C@@H:9]3[CH2:8]2)=[CH:3][CH:2]=1.C1N=CN(C(N2C=NC=C2)=O)C=1.[CH:62]1([S:65]([NH2:68])(=[O:67])=[O:66])[CH2:64][CH2:63]1.C1CCN2C(=NCCC2)CC1. (2) Given the product [N:26]([CH2:19][C:10]1[C:9]([CH3:21])=[N:8][C:7]2[N:3]([CH2:1][CH3:2])[N:4]=[CH:5][C:6]=2[C:11]=1[NH:12][CH:13]1[CH2:18][CH2:17][O:16][CH2:15][CH2:14]1)=[N+:27]=[N-:28], predict the reactants needed to synthesize it. The reactants are: [CH2:1]([N:3]1[C:7]2=[N:8][C:9]([CH3:21])=[C:10]([CH2:19]O)[C:11]([NH:12][CH:13]3[CH2:18][CH2:17][O:16][CH2:15][CH2:14]3)=[C:6]2[CH:5]=[N:4]1)[CH3:2].S(Cl)(Cl)=O.[N-:26]=[N+:27]=[N-:28].[Na+]. (3) Given the product [CH:1]1([CH2:7][C:8]2([N:19]([CH3:20])[CH3:21])[CH2:18][CH2:17][C:11]3([CH2:12][NH:13][CH2:14][CH2:15]3)[CH2:10][CH2:9]2)[CH2:2][CH2:3][CH2:4][CH2:5][CH2:6]1, predict the reactants needed to synthesize it. The reactants are: [CH:1]1([CH2:7][C:8]2([N:19]([CH3:21])[CH3:20])[CH2:18][CH2:17][C:11]3([CH2:15][CH2:14][NH:13][C:12]3=O)[CH2:10][CH2:9]2)[CH2:6][CH2:5][CH2:4][CH2:3][CH2:2]1.[H-].[Al+3].[Li+].[H-].[H-].[H-].O.[OH-].[Na+]. (4) Given the product [NH:36]1[C:34]([C:31]2[N:32]=[CH:33][C:28]([C:13]3[N:9]4[N:10]=[CH:11][CH:12]=[C:7]([N:4]5[CH2:5][CH2:6][O:1][CH2:2][CH2:3]5)[C:8]4=[N:15][C:14]=3[CH2:16][O:17][C:18]3[CH:27]=[CH:26][C:25]4[C:20](=[CH:21][CH:22]=[CH:23][CH:24]=4)[N:19]=3)=[CH:29][CH:30]=2)=[N:35][N:38]=[N:37]1, predict the reactants needed to synthesize it. The reactants are: [O:1]1[CH2:6][CH2:5][N:4]([C:7]2[C:8]3[N:9]([C:13]([C:28]4[CH:29]=[CH:30][C:31]([C:34]#[N:35])=[N:32][CH:33]=4)=[C:14]([CH2:16][O:17][C:18]4[CH:27]=[CH:26][C:25]5[C:20](=[CH:21][CH:22]=[CH:23][CH:24]=5)[N:19]=4)[N:15]=3)[N:10]=[CH:11][CH:12]=2)[CH2:3][CH2:2]1.[N-:36]=[N+:37]=[N-:38].[Na+].Cl.C(N(CC)CC)C. (5) Given the product [CH3:24][O:23][C:21]([CH:20]([CH2:19][C:18]1[CH:17]=[CH:16][C:15]([O:14][CH2:13][CH2:12][O:11][C:2]2[CH:3]=[CH:4][C:5]3[C:10](=[CH:9][CH:8]=[CH:7][CH:6]=3)[CH:1]=2)=[CH:30][CH:29]=1)[C:25]([OH:27])=[O:26])=[O:22], predict the reactants needed to synthesize it. The reactants are: [CH:1]1[C:10]2[C:5](=[CH:6][CH:7]=[CH:8][CH:9]=2)[CH:4]=[CH:3][C:2]=1[O:11][CH2:12][CH2:13][O:14][C:15]1[CH:30]=[CH:29][C:18]([CH2:19][CH:20]([C:25]([O:27]C)=[O:26])[C:21]([O:23][CH3:24])=[O:22])=[CH:17][CH:16]=1.[OH-].[Na+]. (6) Given the product [CH3:21][C:14]1[CH:13]=[C:12]([CH3:22])[C:11]([C:10]2[NH:7][CH:3]3[CH2:2][O:1][CH2:5][CH:4]3[N:6]=2)=[CH:20][C:15]=1[C:16]([O:18][CH3:19])=[O:17], predict the reactants needed to synthesize it. The reactants are: [O:1]1[CH2:5][CH:4]([NH2:6])[CH:3]([NH2:7])[CH2:2]1.Cl.N=[C:10](OC)[C:11]1[C:12]([CH3:22])=[CH:13][C:14]([CH3:21])=[C:15]([CH:20]=1)[C:16]([O:18][CH3:19])=[O:17].C(N(CC)CC)C.